Task: Predict the reaction yield, written as a fraction of the theoretical maximum amount of product (1.0 means a 100% yield; for example, 0.34 means a 34% yield).. Dataset: Reaction yield outcomes from USPTO patents with 853,638 reactions (1) The reactants are [Cl:1][C:2]1[CH:7]=[C:6]([O:8][C:9]2[C:18]3[C:13](=[CH:14][C:15]([O:21][CH3:22])=[C:16]([O:19][CH3:20])[CH:17]=3)[N:12]=[CH:11][CH:10]=2)[CH:5]=[CH:4][C:3]=1[NH:23][C:24]([NH:26][C:27]1[CH:31]=[C:30]([CH3:32])[O:29][N:28]=1)=[O:25].O.[C:34]1([CH3:44])[CH:39]=[CH:38][C:37]([S:40]([OH:43])(=[O:42])=[O:41])=[CH:36][CH:35]=1.O. The catalyst is C(#N)C.CN(C)C(=O)C. The product is [C:34]1([CH3:44])[CH:35]=[CH:36][C:37]([S:40]([OH:43])(=[O:41])=[O:42])=[CH:38][CH:39]=1.[Cl:1][C:2]1[CH:7]=[C:6]([O:8][C:9]2[C:18]3[C:13](=[CH:14][C:15]([O:21][CH3:22])=[C:16]([O:19][CH3:20])[CH:17]=3)[N:12]=[CH:11][CH:10]=2)[CH:5]=[CH:4][C:3]=1[NH:23][C:24]([NH:26][C:27]1[CH:31]=[C:30]([CH3:32])[O:29][N:28]=1)=[O:25]. The yield is 0.840. (2) The reactants are C([N-]C(C)C)(C)C.[Li+].C(C1C=CC=CC=1)C.C1COCC1.[CH3:22][Si:23]([CH3:40])([CH3:39])[CH2:24][CH2:25][O:26][CH2:27][N:28]1[CH:32]=[C:31]([C:33]2[CH:38]=[CH:37][CH:36]=[CH:35][N:34]=2)[N:30]=[CH:29]1.[Cl:41][C:42]1[CH:59]=[CH:58][C:45]([CH2:46][N:47]2[C:55]3[C:50](=[CH:51][CH:52]=[CH:53][CH:54]=3)[C:49]([CH:56]=[O:57])=[CH:48]2)=[CH:44][CH:43]=1. The catalyst is C1COCC1. The product is [Cl:41][C:42]1[CH:43]=[CH:44][C:45]([CH2:46][N:47]2[C:55]3[C:50](=[CH:51][CH:52]=[CH:53][CH:54]=3)[C:49]([CH:56]([C:29]3[N:28]([CH2:27][O:26][CH2:25][CH2:24][Si:23]([CH3:40])([CH3:39])[CH3:22])[CH:32]=[C:31]([C:33]4[CH:38]=[CH:37][CH:36]=[CH:35][N:34]=4)[N:30]=3)[OH:57])=[CH:48]2)=[CH:58][CH:59]=1. The yield is 0.870. (3) The reactants are [CH3:1][O:2][N:3]([CH3:14])[C:4]([C:6]1[NH:10][N:9]=[C:8]([N+:11]([O-])=O)[CH:7]=1)=[O:5]. The catalyst is [Pd].CO. The product is [NH2:11][C:8]1[CH:7]=[C:6]([C:4]([N:3]([O:2][CH3:1])[CH3:14])=[O:5])[NH:10][N:9]=1. The yield is 0.810. (4) The reactants are [N+:1]([C:4]1[CH:12]=[CH:11][CH:10]=[C:9]2[C:5]=1[CH:6]=[N:7][NH:8]2)([O-:3])=[O:2].[OH-].[K+].Br[CH2:16][C:17]1[CH:22]=[CH:21][C:20]([F:23])=[CH:19][C:18]=1[F:24]. The catalyst is CC(C)=O. The product is [F:24][C:18]1[CH:19]=[C:20]([F:23])[CH:21]=[CH:22][C:17]=1[CH2:16][N:8]1[C:9]2[C:5](=[C:4]([N+:1]([O-:3])=[O:2])[CH:12]=[CH:11][CH:10]=2)[CH:6]=[N:7]1. The yield is 0.400. (5) The catalyst is CCO. The reactants are C(CCC1C(CCCCCCOC2C=C(C3C=CC(F)=C(F)C=3)C=C(C(=O)N(C)C)C=2)=CC=CC=1OCCCC(O)=O)(O)=O.C([O:47][C:48](=[O:97])[CH2:49][CH2:50][CH2:51][O:52][C:53]1[CH:58]=[CH:57][CH:56]=[C:55]([CH2:59][CH2:60][CH2:61][CH2:62][CH2:63][CH2:64][O:65][C:66]2[CH:71]=[C:70]([C:72]([N:74]3[CH2:78][CH2:77][C:76]([F:80])([F:79])[CH2:75]3)=[O:73])[CH:69]=[C:68]([C:81]3[CH:89]=[CH:88][C:84]4[O:85][CH2:86][O:87][C:83]=4[CH:82]=3)[CH:67]=2)[C:54]=1[CH2:90][CH2:91][C:92]([O:94]CC)=[O:93])C.[OH-].[Na+]. The product is [O:85]1[C:84]2[CH:88]=[CH:89][C:81]([C:68]3[CH:67]=[C:66]([CH:71]=[C:70]([C:72]([N:74]4[CH2:78][CH2:77][C:76]([F:79])([F:80])[CH2:75]4)=[O:73])[CH:69]=3)[O:65][CH2:64][CH2:63][CH2:62][CH2:61][CH2:60][CH2:59][C:55]3[C:54]([CH2:90][CH2:91][C:92]([OH:94])=[O:93])=[C:53]([CH:58]=[CH:57][CH:56]=3)[O:52][CH2:51][CH2:50][CH2:49][C:48]([OH:97])=[O:47])=[CH:82][C:83]=2[O:87][CH2:86]1. The yield is 0.660. (6) The reactants are C(N(CC)CC)C.[OH:8][CH2:9][C@@H:10]1[O:15][CH2:14][CH2:13][N:12]([C:16]([O:18][C:19]([CH3:22])([CH3:21])[CH3:20])=[O:17])[CH2:11]1.[C:23]1([CH3:33])[CH:28]=[CH:27][C:26]([S:29](Cl)(=[O:31])=[O:30])=[CH:25][CH:24]=1. The catalyst is ClCCl. The product is [S:29]([O:8][CH2:9][C@@H:10]1[O:15][CH2:14][CH2:13][N:12]([C:16]([O:18][C:19]([CH3:22])([CH3:21])[CH3:20])=[O:17])[CH2:11]1)([C:26]1[CH:27]=[CH:28][C:23]([CH3:33])=[CH:24][CH:25]=1)(=[O:31])=[O:30]. The yield is 0.960. (7) The reactants are [OH:1][C:2]1[CH:9]=[CH:8][C:5]([CH:6]=[O:7])=[CH:4][CH:3]=1.[CH3:10][C:11]1[O:15][C:14]([C:16]2[CH:21]=[CH:20][CH:19]=[CH:18][CH:17]=2)=[N:13][C:12]=1[CH2:22][CH2:23]O.C1(P(C2C=CC=CC=2)C2C=CC=CC=2)C=CC=CC=1.N(C(OCC)=O)=NC(OCC)=O. The catalyst is O1CCCC1.O. The product is [CH3:10][C:11]1[O:15][C:14]([C:16]2[CH:17]=[CH:18][CH:19]=[CH:20][CH:21]=2)=[N:13][C:12]=1[CH2:22][CH2:23][O:1][C:2]1[CH:9]=[CH:8][C:5]([CH:6]=[O:7])=[CH:4][CH:3]=1. The yield is 0.800. (8) The reactants are [Cl:1][C:2]1[CH:10]=[CH:9][CH:8]=[C:7]2[C:3]=1[C:4]([C:15]([OH:17])=O)=[CH:5][N:6]2[CH:11]1[CH2:14][O:13][CH2:12]1.[C:18]1([N:24]2[CH2:29][CH2:28][N:27]([C:30]3([CH2:36][NH2:37])[CH2:35][CH2:34][CH2:33][CH2:32][CH2:31]3)[CH2:26][CH2:25]2)[CH:23]=[CH:22][CH:21]=[CH:20][CH:19]=1.C(Cl)CCl.C(N(C(C)C)C(C)C)C. The catalyst is CN(C=O)C. The product is [Cl:1][C:2]1[CH:10]=[CH:9][CH:8]=[C:7]2[C:3]=1[C:4]([C:15]([NH:37][CH2:36][C:30]1([N:27]3[CH2:26][CH2:25][N:24]([C:18]4[CH:23]=[CH:22][CH:21]=[CH:20][CH:19]=4)[CH2:29][CH2:28]3)[CH2:31][CH2:32][CH2:33][CH2:34][CH2:35]1)=[O:17])=[CH:5][N:6]2[CH:11]1[CH2:12][O:13][CH2:14]1. The yield is 0.810. (9) The reactants are [CH3:1][O:2][C:3]1[CH:4]=[C:5]([NH:12][C:13]2[C:14]([NH:23][S:24]([C:27]3[CH:32]=[CH:31][CH:30]=[C:29]([N+:33]([O-])=O)[CH:28]=3)(=[O:26])=[O:25])=[N:15][C:16]3[C:21]([N:22]=2)=[CH:20][CH:19]=[CH:18][CH:17]=3)[CH:6]=[C:7]([N+:9]([O-])=O)[CH:8]=1.CCO.C(O)=O.C([O-])=O.[K+]. The catalyst is C1COCC1. The product is [NH2:33][C:29]1[CH:28]=[C:27]([S:24]([NH:23][C:14]2[C:13]([NH:12][C:5]3[CH:4]=[C:3]([O:2][CH3:1])[CH:8]=[C:7]([NH2:9])[CH:6]=3)=[N:22][C:21]3[C:16](=[CH:17][CH:18]=[CH:19][CH:20]=3)[N:15]=2)(=[O:26])=[O:25])[CH:32]=[CH:31][CH:30]=1. The yield is 0.930. (10) The reactants are [C:1]([O:4][C@H:5]1[C@H:13]([O:14][C:15](=[O:17])[CH3:16])[C@@H:12]([CH2:18][O:19][Si](C(C)(C)C)(C)C)[O:11][C@H:7]([S:8][CH2:9][CH3:10])[C@H:6]1[N:27]=[N+:28]=[N-:29])(=[O:3])[CH3:2]. The catalyst is C1COCC1. The product is [C:1]([O:4][C@H:5]1[C@H:13]([O:14][C:15](=[O:17])[CH3:16])[C@@H:12]([CH2:18][OH:19])[O:11][C@H:7]([S:8][CH2:9][CH3:10])[C@H:6]1[N:27]=[N+:28]=[N-:29])(=[O:3])[CH3:2]. The yield is 0.750.